Dataset: Forward reaction prediction with 1.9M reactions from USPTO patents (1976-2016). Task: Predict the product of the given reaction. (1) Given the reactants [CH3:1][C:2]1[CH:10]=[C:9]2[C:5]([C:6]([CH2:11][CH2:12][NH2:13])=[CH:7][NH:8]2)=[CH:4][CH:3]=1.[CH:14]1([CH:17]=O)[CH2:16][CH2:15]1, predict the reaction product. The product is: [CH:14]1([CH2:17][NH:13][CH2:12][CH2:11][C:6]2[C:5]3[C:9](=[CH:10][C:2]([CH3:1])=[CH:3][CH:4]=3)[NH:8][CH:7]=2)[CH2:16][CH2:15]1. (2) The product is: [O:27]=[C:25]([NH:32][CH2:31][C:30]([F:34])([F:33])[F:29])[CH2:24][NH:23][C:21](=[O:22])[O:20][CH2:19][C:13]1[CH:14]=[CH:15][CH:16]=[CH:17][CH:18]=1. Given the reactants C1N=CN(C(N2C=NC=C2)=O)C=1.[C:13]1([CH2:19][O:20][C:21]([NH:23][CH2:24][C:25]([OH:27])=O)=[O:22])[CH:18]=[CH:17][CH:16]=[CH:15][CH:14]=1.Cl.[F:29][C:30]([F:34])([F:33])[CH2:31][NH2:32], predict the reaction product. (3) Given the reactants [NH2:1][C@H:2]1[CH2:7][CH2:6][C@H:5]([NH:8][C:9]([C:11]2[C:15]3[N:16]=[CH:17][N:18]=[C:19]([C:20]4[C:28]5[O:27][CH2:26][O:25][C:24]=5[CH:23]=[CH:22][C:21]=4[O:29][CH2:30][CH:31]4[CH2:33][CH2:32]4)[C:14]=3[NH:13][CH:12]=2)=[O:10])[CH2:4][CH2:3]1.Cl[C:35]([O:37][CH2:38][CH3:39])=[O:36], predict the reaction product. The product is: [CH2:38]([O:37][C:35](=[O:36])[NH:1][C@H:2]1[CH2:7][CH2:6][C@H:5]([NH:8][C:9]([C:11]2[C:15]3[N:16]=[CH:17][N:18]=[C:19]([C:20]4[C:28]5[O:27][CH2:26][O:25][C:24]=5[CH:23]=[CH:22][C:21]=4[O:29][CH2:30][CH:31]4[CH2:33][CH2:32]4)[C:14]=3[NH:13][CH:12]=2)=[O:10])[CH2:4][CH2:3]1)[CH3:39]. (4) Given the reactants B(F)(F)F.CSC.C[O:9][C:10]1[CH:11]=[C:12]([C:17]2[N:21]([CH2:22][C:23]#[N:24])[N:20]=[CH:19][C:18]=2[C:25]2[CH:30]=[CH:29][N:28]=[C:27]([C:31]3[CH:36]=[CH:35][CH:34]=[C:33]([C:37](=[O:39])[CH3:38])[CH:32]=3)[CH:26]=2)[CH:13]=[C:14]([CH3:16])[CH:15]=1, predict the reaction product. The product is: [OH:9][C:10]1[CH:11]=[C:12]([C:17]2[N:21]([CH2:22][C:23]#[N:24])[N:20]=[CH:19][C:18]=2[C:25]2[CH:30]=[CH:29][N:28]=[C:27]([C:31]3[CH:36]=[CH:35][CH:34]=[C:33]([C:37](=[O:39])[CH3:38])[CH:32]=3)[CH:26]=2)[CH:13]=[C:14]([CH3:16])[CH:15]=1.